Dataset: Peptide-MHC class I binding affinity with 185,985 pairs from IEDB/IMGT. Task: Regression. Given a peptide amino acid sequence and an MHC pseudo amino acid sequence, predict their binding affinity value. This is MHC class I binding data. The binding affinity (normalized) is 0. The peptide sequence is CDPVHGNL. The MHC is Mamu-A01 with pseudo-sequence Mamu-A01.